From a dataset of Forward reaction prediction with 1.9M reactions from USPTO patents (1976-2016). Predict the product of the given reaction. (1) Given the reactants I[C:2]1[CH:7]=[C:6]([C:8]([CH3:15])([CH2:10][C:11]([CH3:14])([CH3:13])[CH3:12])[CH3:9])[CH:5]=[CH:4][C:3]=1[O:16][CH2:17][O:18][CH3:19].[C:20]([C:24]1[CH:25]=[CH:26][C:27]2[NH:28][C:29]3[C:34]([C:35]=2[CH:36]=1)=[CH:33][C:32]([C:37]([CH3:40])([CH3:39])[CH3:38])=[CH:31][CH:30]=3)([CH3:23])([CH3:22])[CH3:21].[O-]P([O-])([O-])=O.[K+].[K+].[K+].CNCCNC, predict the reaction product. The product is: [C:20]([C:24]1[CH:25]=[CH:26][C:27]2[N:28]([C:2]3[CH:7]=[C:6]([C:8]([CH3:15])([CH2:10][C:11]([CH3:14])([CH3:13])[CH3:12])[CH3:9])[CH:5]=[CH:4][C:3]=3[O:16][CH2:17][O:18][CH3:19])[C:29]3[C:34]([C:35]=2[CH:36]=1)=[CH:33][C:32]([C:37]([CH3:40])([CH3:39])[CH3:38])=[CH:31][CH:30]=3)([CH3:23])([CH3:22])[CH3:21]. (2) Given the reactants [N:1]1([CH2:6][CH2:7][C:8]2[CH:16]=[CH:15][C:11]([C:12]([OH:14])=O)=[CH:10][N:9]=2)[CH2:5][CH2:4][CH2:3][CH2:2]1.[F:17][C:18]1[CH:23]=[CH:22][C:21]([CH:24]([C:28]2[CH:33]=[CH:32][C:31]([F:34])=[CH:30][CH:29]=2)[CH2:25][CH2:26][NH2:27])=[CH:20][CH:19]=1, predict the reaction product. The product is: [F:17][C:18]1[CH:23]=[CH:22][C:21]([CH:24]([C:28]2[CH:29]=[CH:30][C:31]([F:34])=[CH:32][CH:33]=2)[CH2:25][CH2:26][NH:27][C:12](=[O:14])[C:11]2[CH:15]=[CH:16][C:8]([CH2:7][CH2:6][N:1]3[CH2:2][CH2:3][CH2:4][CH2:5]3)=[N:9][CH:10]=2)=[CH:20][CH:19]=1. (3) Given the reactants [I:1][C:2]1[CH:7]=[CH:6][C:5]([OH:8])=[CH:4][CH:3]=1.Cl.Cl[CH2:11][C:12]1[CH:21]=[CH:20][C:19]2[C:14](=[CH:15][CH:16]=[CH:17][CH:18]=2)[N:13]=1.C(=O)([O-])[O-].[K+].[K+], predict the reaction product. The product is: [I:1][C:2]1[CH:7]=[CH:6][C:5]([O:8][CH2:11][C:12]2[CH:21]=[CH:20][C:19]3[C:14](=[CH:15][CH:16]=[CH:17][CH:18]=3)[N:13]=2)=[CH:4][CH:3]=1. (4) Given the reactants [O:1]1[CH2:6][CH2:5][C:4](=O)[CH2:3][CH2:2]1.[C:8]([CH2:10][C:11]([O:13][CH2:14][CH3:15])=[O:12])#[N:9].C([O-])(=O)C.[NH4+].C(O)(=O)C, predict the reaction product. The product is: [C:8]([C:10](=[C:4]1[CH2:5][CH2:6][O:1][CH2:2][CH2:3]1)[C:11]([O:13][CH2:14][CH3:15])=[O:12])#[N:9]. (5) Given the reactants B(Br)(Br)Br.C[O:6][C:7]1[CH:16]=[C:15]2[C:10]([CH:11]=[CH:12][C:13](=[O:18])[N:14]2[CH3:17])=[CH:9][C:8]=1[C:19]1[N:20]=[N:21][C:22]([N:25]([CH3:36])[CH:26]2[CH2:31][C:30]([CH3:33])([CH3:32])[NH:29][C:28]([CH3:35])([CH3:34])[CH2:27]2)=[CH:23][CH:24]=1.COC1C=C2C(C=CC(=O)N2)=CC=1B1OC(C)(C)C(C)(C)O1.[ClH:59], predict the reaction product. The product is: [ClH:59].[OH:6][C:7]1[CH:16]=[C:15]2[C:10]([CH:11]=[CH:12][C:13](=[O:18])[N:14]2[CH3:17])=[CH:9][C:8]=1[C:19]1[N:20]=[N:21][C:22]([N:25]([CH3:36])[CH:26]2[CH2:27][C:28]([CH3:34])([CH3:35])[NH:29][C:30]([CH3:33])([CH3:32])[CH2:31]2)=[CH:23][CH:24]=1.